This data is from Catalyst prediction with 721,799 reactions and 888 catalyst types from USPTO. The task is: Predict which catalyst facilitates the given reaction. (1) Reactant: [CH:1]([N:4]1[C:8]([C:9]2[N:18]=[C:17]3[N:11]([CH2:12][CH2:13][O:14][C:15]4[CH:22]=[C:21]([CH:23]5[CH2:28][CH2:27][N:26]([CH2:29][CH2:30][O:31]C6CCCCO6)[CH2:25][CH2:24]5)[CH:20]=[CH:19][C:16]=43)[CH:10]=2)=[N:7][CH:6]=[N:5]1)([CH3:3])[CH3:2].Cl. Product: [CH:1]([N:4]1[C:8]([C:9]2[N:18]=[C:17]3[C:16]4[CH:19]=[CH:20][C:21]([CH:23]5[CH2:24][CH2:25][N:26]([CH2:29][CH2:30][OH:31])[CH2:27][CH2:28]5)=[CH:22][C:15]=4[O:14][CH2:13][CH2:12][N:11]3[CH:10]=2)=[N:7][CH:6]=[N:5]1)([CH3:3])[CH3:2]. The catalyst class is: 71. (2) Reactant: [CH:1]1([CH2:4][N:5]2[C:9]3[CH:10]=[CH:11][C:12]([C:14](O)=[O:15])=[CH:13][C:8]=3[N:7]=[C:6]2[CH2:17][C:18]2[CH:23]=[CH:22][C:21]([O:24][CH2:25][CH3:26])=[CH:20][CH:19]=2)[CH2:3][CH2:2]1.CN(C(ON1N=NC2[CH:38]=[CH:39][CH:40]=[N:41][C:36]1=2)=[N+](C)C)C.F[P-](F)(F)(F)(F)F.CCN(C(C)C)C(C)C.N1CCCC1.Cl. Product: [CH:1]1([CH2:4][N:5]2[C:9]3[CH:10]=[CH:11][C:12]([C:14]([N:41]4[CH2:40][CH2:39][CH2:38][CH2:36]4)=[O:15])=[CH:13][C:8]=3[N:7]=[C:6]2[CH2:17][C:18]2[CH:23]=[CH:22][C:21]([O:24][CH2:25][CH3:26])=[CH:20][CH:19]=2)[CH2:2][CH2:3]1. The catalyst class is: 369.